Task: Predict the reaction yield, written as a fraction of the theoretical maximum amount of product (1.0 means a 100% yield; for example, 0.34 means a 34% yield).. Dataset: Reaction yield outcomes from USPTO patents with 853,638 reactions (1) The reactants are C[C:2]([C@H:4]([C@H:6]([C@@H:8]([C@@H:10]([CH2:12][OH:13])[OH:11])[OH:9])[OH:7])[OH:5])=[O:3].[C:14](Cl)([C:27]1[CH:32]=[CH:31][CH:30]=[CH:29][CH:28]=1)([C:21]1[CH:26]=[CH:25][CH:24]=[CH:23][CH:22]=1)[C:15]1[CH:20]=[CH:19][CH:18]=[CH:17][CH:16]=1.N1C=CC=C[CH:35]=1. No catalyst specified. The product is [CH3:35][O:13][CH:12]1[O:5][C@H:4]([CH2:2][O:3][C:14]([C:27]2[CH:32]=[CH:31][CH:30]=[CH:29][CH:28]=2)([C:21]2[CH:26]=[CH:25][CH:24]=[CH:23][CH:22]=2)[C:15]2[CH:20]=[CH:19][CH:18]=[CH:17][CH:16]=2)[C@@H:6]([OH:7])[C@H:8]([OH:9])[C@@H:10]1[OH:11]. The yield is 0.810. (2) The reactants are [Cl:1][C:2]1[CH:3]=[C:4]([C:8]2[CH:9]=[C:10]([NH2:13])[NH:11][N:12]=2)[CH:5]=[CH:6][CH:7]=1.[Br:14]N1C(=O)CCC1=O. The catalyst is C1COCC1. The product is [Br:14][C:9]1[C:8]([C:4]2[CH:5]=[CH:6][CH:7]=[C:2]([Cl:1])[CH:3]=2)=[N:12][NH:11][C:10]=1[NH2:13]. The yield is 0.800. (3) The reactants are Br[C:2]1[C:3]([C:23]2[CH:28]=[CH:27][C:26]([Cl:29])=[CH:25][CH:24]=2)=[CH:4][C:5]2[N:6]([C:8]([CH2:11][C:12]3[C:13]([CH3:22])=[N:14][C:15]([C:18]([F:21])([F:20])[F:19])=[CH:16][CH:17]=3)=[N:9][N:10]=2)[CH:7]=1.[CH3:30][C:31]1[CH:36]=[CH:35][CH:34]=[CH:33][C:32]=1B(O)O.C([O-])([O-])=O.[K+].[K+].ClC1C=CC(C2C(C3C=CC(Cl)=CC=3Cl)=CN3C(CC4C=NC(C(F)(F)F)=CC=4)=NN=C3C=2)=CC=1. The catalyst is O1CCOCC1.O.C1C=CC([P]([Pd]([P](C2C=CC=CC=2)(C2C=CC=CC=2)C2C=CC=CC=2)([P](C2C=CC=CC=2)(C2C=CC=CC=2)C2C=CC=CC=2)[P](C2C=CC=CC=2)(C2C=CC=CC=2)C2C=CC=CC=2)(C2C=CC=CC=2)C2C=CC=CC=2)=CC=1. The product is [Cl:29][C:26]1[CH:25]=[CH:24][C:23]([C:3]2[C:2]([C:32]3[CH:33]=[CH:34][CH:35]=[CH:36][C:31]=3[CH3:30])=[CH:7][N:6]3[C:8]([CH2:11][C:12]4[C:13]([CH3:22])=[N:14][C:15]([C:18]([F:21])([F:19])[F:20])=[CH:16][CH:17]=4)=[N:9][N:10]=[C:5]3[CH:4]=2)=[CH:28][CH:27]=1. The yield is 0.650. (4) The reactants are [OH:1][C:2]1[CH:12]=[CH:11][C:5]([C:6]([O:8][CH2:9][CH3:10])=[O:7])=[CH:4][CH:3]=1.C(=O)([O-])[O-].[K+].[K+].[CH3:19][C:20]([CH3:24])=[CH:21][CH2:22]Cl. The catalyst is C(#N)C. The product is [CH3:19][C:20]([CH3:24])=[CH:21][CH2:22][O:1][C:2]1[CH:3]=[CH:4][C:5]([C:6]([O:8][CH2:9][CH3:10])=[O:7])=[CH:11][CH:12]=1. The yield is 0.950.